Dataset: Retrosynthesis with 50K atom-mapped reactions and 10 reaction types from USPTO. Task: Predict the reactants needed to synthesize the given product. (1) Given the product CCOC(=O)COc1cccc([N+](=O)[O-])c1, predict the reactants needed to synthesize it. The reactants are: CCOC(=O)CBr.O=[N+]([O-])c1cccc(O)c1. (2) The reactants are: CC(C)(C)OC(=O)NCCC(=O)Nc1cccc(-c2cc(-c3ccccc3O)nc(NC(=O)c3ccccc3)c2C#N)c1. Given the product O=C(O)C(F)(F)F, predict the reactants needed to synthesize it. (3) Given the product CC(C)(C)OC(=O)N[C@H]1CC[C@H](Oc2cccc3cncc(N)c23)CC1, predict the reactants needed to synthesize it. The reactants are: CC(C)(C)OC(=O)N[C@H]1CC[C@H](Oc2cccc3cncc(Br)c23)CC1.N. (4) Given the product c1ccc2cc(OCCCNC3CCCCC3)ccc2c1, predict the reactants needed to synthesize it. The reactants are: ClCCCOc1ccc2ccccc2c1.NC1CCCCC1. (5) Given the product CN1CCC(c2c(-c3ccccc3)[nH]c3ccccc23)CC1, predict the reactants needed to synthesize it. The reactants are: C=O.c1ccc(-c2[nH]c3ccccc3c2C2CCNCC2)cc1. (6) The reactants are: Cc1nc(C)c(C(=O)CBr)s1.NC(=O)c1cccc(NC(N)=S)c1. Given the product Cc1nc(C)c(-c2csc(Nc3cccc(C(N)=O)c3)n2)s1, predict the reactants needed to synthesize it. (7) Given the product O=C(O)c1cccc(-c2ccccn2)c1, predict the reactants needed to synthesize it. The reactants are: COC(=O)c1cccc(-c2ccccn2)c1.